Dataset: Full USPTO retrosynthesis dataset with 1.9M reactions from patents (1976-2016). Task: Predict the reactants needed to synthesize the given product. (1) Given the product [C:22]([OH:27])(=[O:26])[C:23]([OH:25])=[O:24].[N:4]1[CH:5]=[CH:6][CH:7]=[C:2]([O:1][C:19]([N:13]2[CH2:18][CH2:17][CH2:16][CH2:15][CH2:14]2)=[O:20])[CH:3]=1, predict the reactants needed to synthesize it. The reactants are: [OH:1][C:2]1[CH:3]=[N:4][CH:5]=[CH:6][CH:7]=1.C1COCC1.[N:13]1([C:19](Cl)=[O:20])[CH2:18][CH2:17][CH2:16][CH2:15][CH2:14]1.[C:22]([OH:27])(=[O:26])[C:23]([OH:25])=[O:24]. (2) Given the product [CH:13]([O:12][CH:5]([O:4][CH:1]([CH3:2])[CH3:3])[C:6]([CH3:11])([CH3:10])[C:7](=[O:9])[CH2:8][C@@H:26]([OH:27])[C@@H:25]([CH3:24])[CH2:28][CH:29]=[CH2:30])([CH3:15])[CH3:14], predict the reactants needed to synthesize it. The reactants are: [CH:1]([O:4][CH:5]([O:12][CH:13]([CH3:15])[CH3:14])[C:6]([CH3:11])([CH3:10])[C:7](=[O:9])[CH3:8])([CH3:3])[CH3:2].C([N-]C(C)C)(C)C.[Li+].[CH3:24][C@@H:25]([CH2:28][CH:29]=[CH2:30])[CH:26]=[O:27].O. (3) Given the product [CH2:1]([O:3][C:4]1[CH:11]=[CH:10][C:7]([CH2:8][Cl:9])=[CH:6][CH:5]=1)[CH2:2][CH2:16][CH2:17][CH2:18][CH2:19][CH2:20][CH3:21], predict the reactants needed to synthesize it. The reactants are: [CH2:1]([O:3][C:4]1[CH:11]=[CH:10][C:7]([CH2:8][Cl:9])=[CH:6][CH:5]=1)[CH3:2].S(Cl)(Cl)=O.[CH2:16](OC1C=CC(CO)=CC=1)[CH2:17][CH2:18][CH2:19][CH2:20][CH2:21]CC. (4) Given the product [Br:30][C:28]1[CH:29]=[C:24]([C@:21]2([CH3:23])[C@H:20]3[C@:18]([CH2:33][F:34])([CH2:19]3)[S:17][C:16]([NH2:7])=[N:22]2)[C:25]([O:31][CH3:32])=[N:26][CH:27]=1, predict the reactants needed to synthesize it. The reactants are: C(OC(=O)[N:7]([C:16]1[S:17][C@:18]2([CH2:33][F:34])[C@H:20]([C@:21]([C:24]3[C:25]([O:31][CH3:32])=[N:26][CH:27]=[C:28]([Br:30])[CH:29]=3)([CH3:23])[N:22]=1)[CH2:19]2)COCC[Si](C)(C)C)(C)(C)C.S(=O)(=O)(O)O.[OH-].[Na+]. (5) Given the product [CH:28]([C:31]1[CH:36]=[CH:35][CH:34]=[CH:33][C:32]=1[NH:37][C:38]([NH:18][C:17]1[CH:19]=[CH:20][C:14]([C:11]2[N:12]=[CH:13][N:9]([C:6]3[CH:5]=[CH:4][C:3]([C:2]([F:1])([F:21])[F:22])=[CH:8][CH:7]=3)[N:10]=2)=[CH:15][CH:16]=1)=[S:39])([CH3:30])[CH3:29], predict the reactants needed to synthesize it. The reactants are: [F:1][C:2]([F:22])([F:21])[C:3]1[CH:8]=[CH:7][C:6]([N:9]2[CH:13]=[N:12][C:11]([C:14]3[CH:20]=[CH:19][C:17]([NH2:18])=[CH:16][CH:15]=3)=[N:10]2)=[CH:5][CH:4]=1.O1CCCC1.[CH:28]([C:31]1[CH:36]=[CH:35][CH:34]=[CH:33][C:32]=1[N:37]=[C:38]=[S:39])([CH3:30])[CH3:29].